Dataset: Full USPTO retrosynthesis dataset with 1.9M reactions from patents (1976-2016). Task: Predict the reactants needed to synthesize the given product. (1) Given the product [CH2:29]([N:28]=[C:26]=[O:27])[CH2:30][CH2:31][CH2:32][CH2:33][CH2:34][CH2:35][CH3:36], predict the reactants needed to synthesize it. The reactants are: CC(OC(C1SC(N[C:26]([NH:28][CH2:29][CH2:30][CH2:31][CH2:32][CH2:33][CH2:34][CH2:35][CH3:36])=[O:27])=C(C(OC(C)(C)C)=O)C=1C)=O)CCCCCC. (2) Given the product [Br-:8].[CH2:1]([N+:15]1[CH:16]=[CH:17][C:12]([CH:9]([CH3:11])[CH3:10])=[CH:13][CH:14]=1)[C:2]1[CH:7]=[CH:6][CH:5]=[CH:4][CH:3]=1, predict the reactants needed to synthesize it. The reactants are: [CH2:1]([Br:8])[C:2]1[CH:7]=[CH:6][CH:5]=[CH:4][CH:3]=1.[CH:9]([C:12]1[CH:17]=[CH:16][N:15]=[CH:14][CH:13]=1)([CH3:11])[CH3:10]. (3) The reactants are: [CH2:1]([O:8][C:9]1[CH:14]=[C:13]([CH3:15])[C:12]([C:16]2[CH:21]=[CH:20][CH:19]=[C:18]([CH2:22][O:23]C3CCCCO3)[CH:17]=2)=[C:11]([CH3:30])[CH:10]=1)[C:2]1[CH:7]=[CH:6][CH:5]=[CH:4][CH:3]=1.O.C1(C)C=CC(S(O)(=O)=O)=CC=1. Given the product [CH2:1]([O:8][C:9]1[CH:14]=[C:13]([CH3:15])[C:12]([C:16]2[CH:21]=[CH:20][CH:19]=[C:18]([CH2:22][OH:23])[CH:17]=2)=[C:11]([CH3:30])[CH:10]=1)[C:2]1[CH:7]=[CH:6][CH:5]=[CH:4][CH:3]=1, predict the reactants needed to synthesize it. (4) Given the product [C:1]1([CH:7]([O:14][C:15]([CH:17]2[N:21]3[C:22](=[O:25])[CH2:23][C@H:20]3[S:19](=[O:26])[C:18]2([CH3:28])[CH3:27])=[O:16])[C:8]2[CH:9]=[CH:10][CH:11]=[CH:12][CH:13]=2)[CH:2]=[CH:3][CH:4]=[CH:5][CH:6]=1, predict the reactants needed to synthesize it. The reactants are: [C:1]1([CH:7]([O:14][C:15]([CH:17]2[N:21]3[C:22](=[O:25])[CH:23](Br)[C@H:20]3[S:19](=[O:26])[C:18]2([CH3:28])[CH3:27])=[O:16])[C:8]2[CH:13]=[CH:12][CH:11]=[CH:10][CH:9]=2)[CH:6]=[CH:5][CH:4]=[CH:3][CH:2]=1.C1(C(OC(C2N3C(=O)C(Br)(Br)[C@H]3S(=O)C2(C)C)=O)C2C=CC=CC=2)C=CC=CC=1. (5) Given the product [CH2:29]([CH:33]1[CH2:37][CH2:36][N:35]([CH2:2][C:3]2[N:4]([CH3:28])[C:5]3[C:10]([N:11]=2)=[C:9]([N:12]2[CH2:17][CH2:16][O:15][CH2:14][CH2:13]2)[N:8]=[C:7]([N:18]2[C:22]4[CH:23]=[CH:24][CH:25]=[CH:26][C:21]=4[N:20]=[C:19]2[CH3:27])[N:6]=3)[CH2:34]1)[CH:30]([CH3:32])[CH3:31], predict the reactants needed to synthesize it. The reactants are: Br[CH2:2][C:3]1[N:4]([CH3:28])[C:5]2[C:10]([N:11]=1)=[C:9]([N:12]1[CH2:17][CH2:16][O:15][CH2:14][CH2:13]1)[N:8]=[C:7]([N:18]1[C:22]3[CH:23]=[CH:24][CH:25]=[CH:26][C:21]=3[N:20]=[C:19]1[CH3:27])[N:6]=2.[CH2:29]([CH:33]1[CH2:37][CH2:36][NH:35][CH2:34]1)[CH:30]([CH3:32])[CH3:31]. (6) Given the product [CH2:43]([N:50]1[CH2:37][C@@H:8]2[C@H:7]([CH2:12][CH2:11][C@H:10]([O:13][C@@H:14]([C:16]3[CH:21]=[C:20]([C:22]([F:23])([F:24])[F:25])[CH:19]=[C:18]([C:26]([F:28])([F:27])[F:29])[CH:17]=3)[CH3:15])[C@H:9]2[C:30]2[CH:35]=[CH:34][C:33]([F:36])=[CH:32][CH:31]=2)[CH2:6]1)[C:44]1[CH:49]=[CH:48][CH:47]=[CH:46][CH:45]=1, predict the reactants needed to synthesize it. The reactants are: CS(O[CH2:6][C@H:7]1[CH2:12][CH2:11][C@H:10]([O:13][C@@H:14]([C:16]2[CH:21]=[C:20]([C:22]([F:25])([F:24])[F:23])[CH:19]=[C:18]([C:26]([F:29])([F:28])[F:27])[CH:17]=2)[CH3:15])[C@@H:9]([C:30]2[CH:35]=[CH:34][C:33]([F:36])=[CH:32][CH:31]=2)[C@@H:8]1[CH2:37]OS(C)(=O)=O)(=O)=O.[CH2:43]([NH2:50])[C:44]1[CH:49]=[CH:48][CH:47]=[CH:46][CH:45]=1. (7) Given the product [C:24]1([C:22]2[N:2]=[C:1]([C@@H:4]3[CH2:9][N:8]4[CH2:10][CH2:11][CH2:12][C@@H:7]4[CH2:6][NH:5]3)[S:3][CH:21]=2)[CH:29]=[CH:28][CH:27]=[CH:26][CH:25]=1, predict the reactants needed to synthesize it. The reactants are: [C:1]([C@@H:4]1[CH2:9][N:8]2[CH2:10][CH2:11][CH2:12][C@@H:7]2[CH2:6][N:5]1C(OC(C)(C)C)=O)(=[S:3])[NH2:2].Br[CH2:21][C:22]([C:24]1[CH:29]=[CH:28][CH:27]=[CH:26][CH:25]=1)=O.C(=O)([O-])O.[K+].FC(F)(F)C(OC(=O)C(F)(F)F)=O.N1C(C)=CC(C)=CC=1C. (8) Given the product [CH3:1][C:2]1([C:7]2[NH:11][C:10]3[CH:12]=[CH:13][CH:14]=[C:15]([C:16]([NH2:18])=[O:17])[C:9]=3[N:8]=2)[CH2:6][CH2:5][N:4]([CH2:19][CH2:20][CH3:21])[CH2:3]1, predict the reactants needed to synthesize it. The reactants are: [CH3:1][C:2]1([C:7]2[NH:11][C:10]3[CH:12]=[CH:13][CH:14]=[C:15]([C:16]([NH2:18])=[O:17])[C:9]=3[N:8]=2)[CH2:6][CH2:5][NH:4][CH2:3]1.[CH:19](=O)[CH2:20][CH3:21].C(O[BH-](OC(=O)C)OC(=O)C)(=O)C.[Na+]. (9) Given the product [CH3:47][O:46][CH2:45][C:44]1[N:43]=[C:42]([NH:48][C:49](=[O:54])[C:50]([CH3:52])([CH3:51])[CH3:53])[CH:41]=[CH:40][C:39]=1[C:9]1[CH:10]=[C:11]2[C:16](=[C:17]([O:19][CH2:20][O:21][CH2:22][CH2:23][Si:24]([CH3:27])([CH3:25])[CH3:26])[CH:18]=1)[N:15]=[CH:14][N:13]([CH2:28][O:29][CH2:30][CH2:31][Si:32]([CH3:33])([CH3:34])[CH3:35])[C:12]2=[O:36], predict the reactants needed to synthesize it. The reactants are: CC1(C)C(C)(C)OB([C:9]2[CH:10]=[C:11]3[C:16](=[C:17]([O:19][CH2:20][O:21][CH2:22][CH2:23][Si:24]([CH3:27])([CH3:26])[CH3:25])[CH:18]=2)[N:15]=[CH:14][N:13]([CH2:28][O:29][CH2:30][CH2:31][Si:32]([CH3:35])([CH3:34])[CH3:33])[C:12]3=[O:36])O1.Br[C:39]1[CH:40]=[CH:41][C:42]([NH:48][C:49](=[O:54])[C:50]([CH3:53])([CH3:52])[CH3:51])=[N:43][C:44]=1[CH2:45][O:46][CH3:47].C(=O)([O-])[O-].[K+].[K+].